This data is from Catalyst prediction with 721,799 reactions and 888 catalyst types from USPTO. The task is: Predict which catalyst facilitates the given reaction. (1) Reactant: [OH:1][CH2:2][CH:3]([NH:12][C:13](=[O:22])[O:14][CH2:15][C:16]1[CH:21]=[CH:20][CH:19]=[CH:18][CH:17]=1)[CH2:4][C:5]1([CH3:11])[CH2:10][CH2:9][CH2:8][CH2:7][CH2:6]1.C(N(CC)CC)C.[CH3:30][S:31](Cl)(=[O:33])=[O:32]. Product: [CH3:30][S:31]([O:1][CH2:2][CH:3]([NH:12][C:13]([O:14][CH2:15][C:16]1[CH:17]=[CH:18][CH:19]=[CH:20][CH:21]=1)=[O:22])[CH2:4][C:5]1([CH3:11])[CH2:6][CH2:7][CH2:8][CH2:9][CH2:10]1)(=[O:33])=[O:32]. The catalyst class is: 2. (2) The catalyst class is: 659. Reactant: Br[C:2]1[C:3]2[C:8]([C:9]([Si:16]([C:29]3[CH:34]=[CH:33][CH:32]=[CH:31][CH:30]=3)([C:23]3[CH:28]=[CH:27][CH:26]=[CH:25][CH:24]=3)[C:17]3[CH:22]=[CH:21][CH:20]=[CH:19][CH:18]=3)=[C:10]3[C:15]=1[CH:14]=[CH:13][CH:12]=[CH:11]3)=[CH:7][CH:6]=[CH:5][CH:4]=2.[CH:35]1[C:44]2[C:39](=[CH:40][CH:41]=[CH:42][CH:43]=2)[CH:38]=[CH:37][C:36]=1B(O)O.C([O-])([O-])=O.[K+].[K+]. Product: [CH:35]1[C:44]2[C:39](=[CH:40][CH:41]=[CH:42][CH:43]=2)[CH:38]=[CH:37][C:36]=1[C:2]1[C:15]2[C:10]([C:9]([Si:16]([C:29]3[CH:34]=[CH:33][CH:32]=[CH:31][CH:30]=3)([C:23]3[CH:24]=[CH:25][CH:26]=[CH:27][CH:28]=3)[C:17]3[CH:22]=[CH:21][CH:20]=[CH:19][CH:18]=3)=[C:8]3[C:3]=1[CH:4]=[CH:5][CH:6]=[CH:7]3)=[CH:11][CH:12]=[CH:13][CH:14]=2. (3) Reactant: [C:1]([O:5][C:6]([NH:8][C@@H:9]1[CH:14]([OH:15])[CH2:13][CH2:12][N:11]([C:16]([O:18][CH2:19][C:20]2[CH:25]=[CH:24][CH:23]=[CH:22][CH:21]=2)=[O:17])[CH2:10]1)=[O:7])([CH3:4])([CH3:3])[CH3:2].N1C=CN=C1.[CH3:31][C:32]([Si:35](Cl)([CH3:37])[CH3:36])([CH3:34])[CH3:33]. Product: [C:1]([O:5][C:6]([NH:8][C@@H:9]1[C@@H:14]([O:15][Si:35]([C:32]([CH3:34])([CH3:33])[CH3:31])([CH3:37])[CH3:36])[CH2:13][CH2:12][N:11]([C:16]([O:18][CH2:19][C:20]2[CH:25]=[CH:24][CH:23]=[CH:22][CH:21]=2)=[O:17])[CH2:10]1)=[O:7])([CH3:4])([CH3:2])[CH3:3]. The catalyst class is: 154. (4) Reactant: [C:1]12([C:11]3[CH:12]=[C:13](B(O)O)[CH:14]=[CH:15][C:16]=3[O:17][CH2:18][C:19]3[CH:24]=[CH:23][CH:22]=[CH:21][CH:20]=3)[CH2:10][CH:5]3[CH2:6][CH:7]([CH2:9][CH:3]([CH2:4]3)[CH2:2]1)[CH2:8]2.Cl[C:29]1[N:34]=[CH:33][C:32]([N+:35]([O-:37])=[O:36])=[CH:31][N:30]=1.C([O-])(O)=O.[Na+]. Product: [C:1]12([C:11]3[CH:12]=[C:13]([C:29]4[N:34]=[CH:33][C:32]([N+:35]([O-:37])=[O:36])=[CH:31][N:30]=4)[CH:14]=[CH:15][C:16]=3[O:17][CH2:18][C:19]3[CH:24]=[CH:23][CH:22]=[CH:21][CH:20]=3)[CH2:10][CH:5]3[CH2:6][CH:7]([CH2:9][CH:3]([CH2:4]3)[CH2:2]1)[CH2:8]2. The catalyst class is: 109. (5) Reactant: [C:1]([O:5][C:6](=[O:24])[NH:7][C@H:8]([CH2:12][N:13]1C(=O)C2C(=CC=CC=2)C1=O)[CH2:9][CH2:10][CH3:11])([CH3:4])([CH3:3])[CH3:2].O.NN. Product: [C:1]([O:5][C:6](=[O:24])[NH:7][C@H:8]([CH2:12][NH2:13])[CH2:9][CH2:10][CH3:11])([CH3:2])([CH3:3])[CH3:4]. The catalyst class is: 271.